This data is from Full USPTO retrosynthesis dataset with 1.9M reactions from patents (1976-2016). The task is: Predict the reactants needed to synthesize the given product. (1) Given the product [Cl:1][C:2]1[CH:3]=[C:4]([C:9]2([C:32]([F:34])([F:35])[F:33])[CH2:13][CH2:12][N:11]([C:14]3[CH:15]=[C:16]4[C:21](=[CH:22][CH:23]=3)[C:20]([NH2:24])=[CH:19][CH:18]=[CH:17]4)[CH2:10]2)[CH:5]=[C:6]([Cl:8])[CH:7]=1, predict the reactants needed to synthesize it. The reactants are: [Cl:1][C:2]1[CH:3]=[C:4]([C:9]2([C:32]([F:35])([F:34])[F:33])[CH2:13][CH2:12][N:11]([C:14]3[CH:15]=[C:16]4[C:21](=[CH:22][CH:23]=3)[C:20]([NH:24]C(=O)OC(C)(C)C)=[CH:19][CH:18]=[CH:17]4)[CH2:10]2)[CH:5]=[C:6]([Cl:8])[CH:7]=1.Cl.C(O)C.C(=O)([O-])[O-].[Na+].[Na+]. (2) The reactants are: [F:1][C:2]([F:26])([CH3:25])[CH2:3][N:4]1[CH2:9][CH2:8][CH:7]([C@H:10]([N:12]2[C:20]3[C:15](=[CH:16][CH:17]=[CH:18][CH:19]=3)[C:14]([C:21]([OH:23])=O)=[C:13]2[CH3:24])[CH3:11])[CH2:6][CH2:5]1.N1(C(N2C=CN=C2)=O)C=CN=C1.[NH2:39][CH2:40][C:41]1[C:42](=[O:50])[NH:43][C:44]([CH3:49])=[CH:45][C:46]=1[O:47][CH3:48]. Given the product [F:1][C:2]([F:26])([CH3:25])[CH2:3][N:4]1[CH2:9][CH2:8][CH:7]([C@H:10]([N:12]2[C:20]3[C:15](=[CH:16][CH:17]=[CH:18][CH:19]=3)[C:14]([C:21]([NH:39][CH2:40][C:41]3[C:42](=[O:50])[NH:43][C:44]([CH3:49])=[CH:45][C:46]=3[O:47][CH3:48])=[O:23])=[C:13]2[CH3:24])[CH3:11])[CH2:6][CH2:5]1, predict the reactants needed to synthesize it. (3) Given the product [Cl:35][C:36]1[CH:37]=[CH:38][C:39]([C:30]2[C:29]([O:32][CH3:33])=[CH:28][C:6]([CH2:7][N:8]3[CH2:9][C:10]4([CH2:15][C:14]([N:16]5[CH2:21][CH2:20][C:19]([CH3:27])([C:22]([OH:24])=[O:23])[CH2:18][CH2:17]5)=[N:13][O:12]4)[CH2:11]3)=[CH:5][C:4]=2[O:3][CH3:1])=[CH:40][CH:41]=1, predict the reactants needed to synthesize it. The reactants are: [CH2:1]([O:3][C:4]1[CH:5]=[C:6]([CH:28]=[C:29]([O:32][CH2:33]C)[C:30]=1I)[CH2:7][N:8]1[CH2:11][C:10]2([CH2:15][C:14]([N:16]3[CH2:21][CH2:20][C:19]([CH3:27])([C:22]([O:24]CC)=[O:23])[CH2:18][CH2:17]3)=[N:13][O:12]2)[CH2:9]1)C.[Cl:35][C:36]1[CH:41]=[CH:40][C:39](B2OC(C)(C)C(C)(C)O2)=[CH:38][CH:37]=1. (4) Given the product [CH3:18][C:15]1[CH:14]=[CH:13][C:12]([C:6](=[O:5])[CH2:7][CH2:8][C:9]([OH:11])=[O:10])=[CH:17][C:16]=1[N+:1]([O-:4])=[O:2], predict the reactants needed to synthesize it. The reactants are: [N+:1]([O-:4])(O)=[O:2].[O:5]=[C:6]([C:12]1[CH:17]=[CH:16][C:15]([CH3:18])=[CH:14][CH:13]=1)[CH2:7][CH2:8][C:9]([OH:11])=[O:10]. (5) Given the product [CH:31]1[C:32]2[C:37](=[CH:36][CH:35]=[CH:34][CH:33]=2)[CH:38]=[CH:39][C:30]=1[CH2:29][O:28][CH:16]1[CH:15]([C:12]2[CH:13]=[CH:14][C:9]([O:8][CH2:7][CH2:6][N:41]3[CH:45]=[N:44][CH:43]=[N:42]3)=[CH:10][CH:11]=2)[CH2:20][CH2:19][N:18]([C:21]([O:23][C:24]([CH3:25])([CH3:26])[CH3:27])=[O:22])[CH2:17]1, predict the reactants needed to synthesize it. The reactants are: CS(O[CH2:6][CH2:7][O:8][C:9]1[CH:14]=[CH:13][C:12]([CH:15]2[CH2:20][CH2:19][N:18]([C:21]([O:23][C:24]([CH3:27])([CH3:26])[CH3:25])=[O:22])[CH2:17][CH:16]2[O:28][CH2:29][C:30]2[CH:39]=[CH:38][C:37]3[C:32](=[CH:33][CH:34]=[CH:35][CH:36]=3)[CH:31]=2)=[CH:11][CH:10]=1)(=O)=O.[Na].[NH:41]1[CH:45]=[N:44][CH:43]=[N:42]1. (6) Given the product [Br:8][C:9]1[CH:10]=[C:11]([CH2:12][C:4](=[O:6])[CH3:5])[CH:15]=[CH:16][CH:17]=1, predict the reactants needed to synthesize it. The reactants are: CON(C)[C:4](=[O:6])[CH3:5].[Br:8][C:9]1[CH:10]=[C:11]([CH:15]=[CH:16][CH:17]=1)[CH2:12][Mg]Br. (7) The reactants are: [NH2:1][CH2:2][CH2:3][CH2:4][NH:5][C:6]([CH:8]1[CH:12]([C:13]2[CH:18]=[CH:17][CH:16]=[C:15]([Cl:19])[CH:14]=2)[C:11]([C:22]2[CH:27]=[CH:26][C:25]([Cl:28])=[CH:24][CH:23]=2)([C:20]#[N:21])[CH:10]([CH2:29][C:30]([CH3:33])([CH3:32])[CH3:31])[NH:9]1)=[O:7].[CH3:34][S:35](Cl)(=[O:37])=[O:36].CN(C1C=CC=CN=1)C. Given the product [CH3:34][S:35]([NH:1][CH2:2][CH2:3][CH2:4][NH:5][C:6]([CH:8]1[CH:12]([C:13]2[CH:18]=[CH:17][CH:16]=[C:15]([Cl:19])[CH:14]=2)[C:11]([C:22]2[CH:27]=[CH:26][C:25]([Cl:28])=[CH:24][CH:23]=2)([C:20]#[N:21])[CH:10]([CH2:29][C:30]([CH3:33])([CH3:32])[CH3:31])[NH:9]1)=[O:7])(=[O:37])=[O:36], predict the reactants needed to synthesize it. (8) Given the product [C:10]([C:9]1[N:4]([CH:1]([CH3:3])[CH3:2])[C:5]([CH3:6])=[N:7][CH:13]=1)(=[O:12])[CH3:11], predict the reactants needed to synthesize it. The reactants are: [CH:1]([NH:4][C:5](=[NH:7])[CH3:6])([CH3:3])[CH3:2].Br[C:9](=[CH:13]OC)[C:10](=[O:12])[CH3:11].C(N(CC)CC)C.S(=O)(=O)(O)O.